Dataset: Reaction yield outcomes from USPTO patents with 853,638 reactions. Task: Predict the reaction yield, written as a fraction of the theoretical maximum amount of product (1.0 means a 100% yield; for example, 0.34 means a 34% yield). (1) The reactants are [Cl:1][C:2]1[CH:7]=[CH:6][N:5]=[C:4]([C:8]([OH:10])=O)[CH:3]=1.C1N=CN(C(N2C=NC=C2)=O)C=1.[CH2:23]([N:27]1[C:35]2[N:34]=[C:33]([Cl:36])[NH:32][C:31]=2[C:30](=[O:37])[N:29]([CH2:38][CH2:39][CH2:40][CH2:41]/[C:42](=[N:45]/[H])/[NH:43]O)[C:28]1=[O:47])[CH2:24][CH2:25][CH3:26]. The catalyst is CS(C)=O. The product is [CH2:23]([N:27]1[C:35]2[N:34]=[C:33]([Cl:36])[NH:32][C:31]=2[C:30](=[O:37])[N:29]([CH2:38][CH2:39][CH2:40][CH2:41][C:42]2[N:43]=[C:8]([C:4]3[CH:3]=[C:2]([Cl:1])[CH:7]=[CH:6][N:5]=3)[O:10][N:45]=2)[C:28]1=[O:47])[CH2:24][CH2:25][CH3:26]. The yield is 0.110. (2) The reactants are Cl[C:2]1[CH:7]=[C:6]([O:8][CH:9]2[CH2:18][CH2:17][C:16]3[CH:15]=[C:14]([C:19]([O:21][CH3:22])=[O:20])[CH:13]=[CH:12][C:11]=3[CH2:10]2)[CH:5]=[CH:4][N:3]=1.[H][H]. The catalyst is [Pd].C(O)C.CCOC(C)=O. The product is [N:3]1[CH:4]=[CH:5][C:6]([O:8][CH:9]2[CH2:18][CH2:17][C:16]3[CH:15]=[C:14]([C:19]([O:21][CH3:22])=[O:20])[CH:13]=[CH:12][C:11]=3[CH2:10]2)=[CH:7][CH:2]=1. The yield is 0.560. (3) The reactants are [N+:1]([C:4]1[CH:12]=[CH:11][C:7]([C:8](Cl)=O)=[CH:6][CH:5]=1)([O-:3])=[O:2].[NH2:13][C:14]1[CH:19]=[CH:18][CH:17]=[CH:16][C:15]=1[SH:20]. The catalyst is C1C=CC=CC=1. The product is [N+:1]([C:4]1[CH:12]=[CH:11][C:7]([C:8]2[S:20][C:15]3[CH:16]=[CH:17][CH:18]=[CH:19][C:14]=3[N:13]=2)=[CH:6][CH:5]=1)([O-:3])=[O:2]. The yield is 0.732. (4) The reactants are C(=O)([O-])[O-].[K+].[K+].[CH3:7][CH2:8][CH2:9]Br.[CH:11]12[NH:18][CH:15]([CH2:16][CH2:17]1)[CH2:14][CH:13]([NH:19][C:20]1[C:21]([CH3:29])=[C:22]3[C:26](=[CH:27][CH:28]=1)[NH:25][N:24]=[CH:23]3)[CH2:12]2. The yield is 0.420. The product is [CH2:9]([N:18]1[CH:15]2[CH2:16][CH2:17][CH:11]1[CH2:12][CH:13]([NH:19][C:20]1[C:21]([CH3:29])=[C:22]3[C:26](=[CH:27][CH:28]=1)[NH:25][N:24]=[CH:23]3)[CH2:14]2)[CH2:8][CH3:7]. The catalyst is CN(C)C=O. (5) The reactants are [CH3:1][O:2][C:3]1[CH:4]=[C:5]2[C:9](=[CH:10][CH:11]=1)[N:8]([CH3:12])[CH:7]=[C:6]2[C:13]1[N:23]([CH2:24][O:25][CH2:26][CH2:27][Si:28]([CH3:31])([CH3:30])[CH3:29])[C:16]2=[N:17][CH:18]=[C:19]([CH2:21][NH2:22])[N:20]=[C:15]2[CH:14]=1.[CH:32](OCC)=[O:33]. No catalyst specified. The product is [CH3:1][O:2][C:3]1[CH:4]=[C:5]2[C:9](=[CH:10][CH:11]=1)[N:8]([CH3:12])[CH:7]=[C:6]2[C:13]1[N:23]([CH2:24][O:25][CH2:26][CH2:27][Si:28]([CH3:30])([CH3:29])[CH3:31])[C:16]2=[N:17][CH:18]=[C:19]([CH2:21][NH:22][CH:32]=[O:33])[N:20]=[C:15]2[CH:14]=1. The yield is 1.00. (6) The reactants are [OH:1][C:2]1[C:3]([O:22][CH3:23])=[CH:4][C:5]2[NH:11][C:10](=[O:12])[CH2:9][N:8]=[C:7]([C:13]3[CH:14]=[C:15]([CH:18]=[CH:19][CH:20]=3)[C:16]#[N:17])[C:6]=2[CH:21]=1.[Br:24]N1C(=O)CCC1=O. The catalyst is C(O)(=O)C. The product is [Br:24][C:21]1[C:6]2[C:7]([C:13]3[CH:14]=[C:15]([CH:18]=[CH:19][CH:20]=3)[C:16]#[N:17])=[N:8][CH2:9][C:10](=[O:12])[NH:11][C:5]=2[CH:4]=[C:3]([O:22][CH3:23])[C:2]=1[OH:1]. The yield is 0.700.